Dataset: Reaction yield outcomes from USPTO patents with 853,638 reactions. Task: Predict the reaction yield, written as a fraction of the theoretical maximum amount of product (1.0 means a 100% yield; for example, 0.34 means a 34% yield). (1) The reactants are [CH2:1]([O:3][C@@H:4]([CH2:9][C:10]1[CH:15]=[CH:14][C:13]([C:16]2[CH:20]=[C:19]([CH2:21][NH:22][CH3:23])[S:18][CH:17]=2)=[CH:12][CH:11]=1)[C:5]([O:7][CH3:8])=[O:6])[CH3:2].[CH:24]1([CH2:29][C:30](Cl)=[O:31])[CH2:28][CH2:27][CH2:26][CH2:25]1. No catalyst specified. The product is [CH:24]1([CH2:29][C:30]([CH2:23][NH:22][CH2:21][C:19]2[S:18][CH:17]=[C:16]([C:13]3[CH:14]=[CH:15][C:10]([CH2:9][C@H:4]([O:3][CH2:1][CH3:2])[C:5]([O:7][CH3:8])=[O:6])=[CH:11][CH:12]=3)[CH:20]=2)=[O:31])[CH2:28][CH2:27][CH2:26][CH2:25]1. The yield is 0.850. (2) The reactants are C1(C#CC2CC3(CCNCC3)ON=2)C=CC=CC=1.[C:19]([C:21]1[CH:22]=[C:23]([C:27]#[C:28][C:29]2[CH2:43][C:32]3([CH2:35][N:34](C(OC(C)(C)C)=O)[CH2:33]3)[O:31][N:30]=2)[CH:24]=[CH:25][CH:26]=1)#[N:20]. No catalyst specified. The product is [CH2:35]1[C:32]2([CH2:43][C:29]([C:28]#[C:27][C:23]3[CH:22]=[C:21]([CH:26]=[CH:25][CH:24]=3)[C:19]#[N:20])=[N:30][O:31]2)[CH2:33][NH:34]1. The yield is 0.904. (3) The reactants are [NH:1]1[CH2:8][CH2:7][CH2:6][CH2:5][CH2:4][CH2:3][CH2:2]1.C(N(CC)CC)C.Br[CH2:17][CH2:18][O:19][Si:20]([C:23]([CH3:26])([CH3:25])[CH3:24])([CH3:22])[CH3:21]. The yield is 0.880. The product is [Si:20]([O:19][CH2:18][CH2:17][N:1]1[CH2:8][CH2:7][CH2:6][CH2:5][CH2:4][CH2:3][CH2:2]1)([C:23]([CH3:26])([CH3:25])[CH3:24])([CH3:22])[CH3:21]. The catalyst is C(Cl)Cl. (4) The reactants are [CH:1]1([OH:7])[CH2:6][CH2:5][CH2:4][CH2:3][CH2:2]1.[Na].Cl[C:10]1[N:14]2[N:15]=[C:16]([C:26]3[CH:31]=[CH:30][CH:29]=[CH:28][C:27]=3[Cl:32])[C:17]([C:19]3[CH:24]=[CH:23][C:22]([Cl:25])=[CH:21][CH:20]=3)=[CH:18][C:13]2=[N:12][N:11]=1. The catalyst is C1COCC1. The product is [Cl:32][C:27]1[CH:28]=[CH:29][CH:30]=[CH:31][C:26]=1[C:16]1[C:17]([C:19]2[CH:24]=[CH:23][C:22]([Cl:25])=[CH:21][CH:20]=2)=[CH:18][C:13]2[N:14]([C:10]([O:7][CH:1]3[CH2:6][CH2:5][CH2:4][CH2:3][CH2:2]3)=[N:11][N:12]=2)[N:15]=1. The yield is 0.0760. (5) The reactants are B(Br)(Br)Br.[Cl:5][C:6]1[CH:11]=[CH:10][C:9]([CH2:12][C:13]#[N:14])=[CH:8][C:7]=1[O:15]C. The catalyst is C(Cl)Cl. The product is [Cl:5][C:6]1[CH:11]=[CH:10][C:9]([CH2:12][C:13]#[N:14])=[CH:8][C:7]=1[OH:15]. The yield is 0.850. (6) The reactants are [Cl:1][C:2]1[CH:11]=[C:10]2[C:5]([C:6](=[O:38])[N:7]([NH:31][C:32]3[CH:37]=[CH:36][CH:35]=[CH:34][CH:33]=3)[C:8]([C@H:12]([NH:16][CH2:17][CH2:18][CH2:19][NH:20][C:21](=[O:30])[O:22][CH2:23][C:24]3[CH:29]=[CH:28][CH:27]=[CH:26][CH:25]=3)[CH2:13][C:14]#[CH:15])=[N:9]2)=[CH:4][CH:3]=1.C(N(CC)CC)C.[F:46][C:47]1[C:55]([Cl:56])=[CH:54][CH:53]=[CH:52][C:48]=1[C:49](Cl)=[O:50]. The yield is 0.840. The catalyst is ClCCl. The product is [Cl:56][C:55]1[C:47]([F:46])=[C:48]([CH:52]=[CH:53][CH:54]=1)[C:49]([N:16]([CH2:17][CH2:18][CH2:19][NH:20][C:21](=[O:30])[O:22][CH2:23][C:24]1[CH:25]=[CH:26][CH:27]=[CH:28][CH:29]=1)[C@@H:12]([C:8]1[N:7]([NH:31][C:32]2[CH:33]=[CH:34][CH:35]=[CH:36][CH:37]=2)[C:6](=[O:38])[C:5]2[C:10](=[CH:11][C:2]([Cl:1])=[CH:3][CH:4]=2)[N:9]=1)[CH2:13][C:14]#[CH:15])=[O:50].